This data is from Catalyst prediction with 721,799 reactions and 888 catalyst types from USPTO. The task is: Predict which catalyst facilitates the given reaction. Reactant: [Br:1][C:2]1[CH:10]=[CH:9][C:5]2[NH:6][CH:7]=[N:8][C:4]=2[CH:3]=1.[O:11]1[CH:16]=[CH:15][CH2:14][CH2:13][CH2:12]1.CC1C=CC(S(O)(=O)=O)=CC=1.O. Product: [Br:1][C:2]1[CH:10]=[CH:9][C:5]2[N:6]([CH:12]3[CH2:13][CH2:14][CH2:15][CH2:16][O:11]3)[CH:7]=[N:8][C:4]=2[CH:3]=1. The catalyst class is: 1.